From a dataset of Full USPTO retrosynthesis dataset with 1.9M reactions from patents (1976-2016). Predict the reactants needed to synthesize the given product. (1) Given the product [F:35][CH:33]([F:34])[O:32][C:28]1[C:29]([F:31])=[CH:30][C:25]([C:23]2[N:24]=[C:20]([NH:19][C:17](=[O:18])[CH2:16][N:10]3[C:6]4[C:5](=[O:12])[N:4]([CH3:13])[C:3](=[O:14])[N:2]([CH3:1])[C:7]=4[CH:8]=[CH:9]3)[S:21][CH:22]=2)=[CH:26][C:27]=1[F:36], predict the reactants needed to synthesize it. The reactants are: [CH3:1][N:2]1[C:7]2[C:8](C)=[CH:9][NH:10][C:6]=2[C:5](=[O:12])[N:4]([CH3:13])[C:3]1=[O:14].Br[CH2:16][C:17]([NH:19][C:20]1[S:21][CH:22]=[C:23]([C:25]2[CH:30]=[C:29]([F:31])[C:28]([O:32][CH:33]([F:35])[F:34])=[C:27]([F:36])[CH:26]=2)[N:24]=1)=[O:18].[H-].[Na+]. (2) Given the product [CH2:1]([C@@:4]1([CH3:25])[CH2:9][C@H:8]([C:10]2[CH:15]=[CH:14][CH:13]=[C:12]([Cl:16])[CH:11]=2)[C@@H:7]([C:17]2[CH:22]=[CH:21][C:20]([Cl:23])=[CH:19][CH:18]=2)[N:6]([C@@H:29]([CH2:34][CH3:35])[C:30]([O:32][CH3:33])=[O:31])[C:5]1=[O:24])[CH:2]=[CH2:3], predict the reactants needed to synthesize it. The reactants are: [CH2:1]([C@@:4]1([CH3:25])[CH2:9][C@H:8]([C:10]2[CH:15]=[CH:14][CH:13]=[C:12]([Cl:16])[CH:11]=2)[C@@H:7]([C:17]2[CH:22]=[CH:21][C:20]([Cl:23])=[CH:19][CH:18]=2)[NH:6][C:5]1=[O:24])[CH:2]=[CH2:3].[H-].[Na+].Br[CH:29]([CH2:34][CH3:35])[C:30]([O:32][CH3:33])=[O:31].[NH4+].[Cl-]. (3) Given the product [CH2:1]([O:8][C:9](=[O:25])[NH:10][C@@H:11]([CH3:24])[CH:12]([O:16][Si:17]([C:20]([CH3:23])([CH3:22])[CH3:21])([CH3:18])[CH3:19])[CH2:13][CH2:14][CH2:15][OH:35])[C:2]1[CH:3]=[CH:4][CH:5]=[CH:6][CH:7]=1, predict the reactants needed to synthesize it. The reactants are: [CH2:1]([O:8][C:9](=[O:25])[NH:10][C@@H:11]([CH3:24])[CH:12]([O:16][Si:17]([C:20]([CH3:23])([CH3:22])[CH3:21])([CH3:19])[CH3:18])[CH2:13][CH:14]=[CH2:15])[C:2]1[CH:7]=[CH:6][CH:5]=[CH:4][CH:3]=1.B1C2CCCC1CCC2.[OH-:35].[Na+].OO. (4) Given the product [CH3:25][O:26][C:27]1[CH:32]=[CH:31][C:30]([N:33]2[C:14]([C:16]3[CH:21]=[CH:20][C:19]([O:22][CH3:23])=[CH:18][CH:17]=3)=[CH:13][C:12]([C:2]3([OH:1])[CH2:11][CH2:10][C:5]4([O:9][CH2:8][CH2:7][O:6]4)[CH2:4][CH2:3]3)=[N:34]2)=[CH:29][CH:28]=1, predict the reactants needed to synthesize it. The reactants are: [OH:1][C:2]1([C:12]#[C:13][C:14]([C:16]2[CH:21]=[CH:20][C:19]([O:22][CH3:23])=[CH:18][CH:17]=2)=O)[CH2:11][CH2:10][C:5]2([O:9][CH2:8][CH2:7][O:6]2)[CH2:4][CH2:3]1.Cl.[CH3:25][O:26][C:27]1[CH:32]=[CH:31][C:30]([NH:33][NH2:34])=[CH:29][CH:28]=1.C(N(CC)CC)C. (5) Given the product [Cl:1][C:2]1[CH:11]=[CH:10][CH:9]=[C:8]([Cl:12])[C:3]=1[C:4]1[CH:14]=[C:13]([C:15]2[CH:16]=[C:17]([NH:21][CH2:22][CH2:23][P:24](=[O:31])([O:28][CH2:29][CH3:30])[O:25][CH2:26][CH3:27])[CH:18]=[CH:19][CH:20]=2)[O:6][N:5]=1, predict the reactants needed to synthesize it. The reactants are: [Cl:1][C:2]1[CH:11]=[CH:10][CH:9]=[C:8]([Cl:12])[C:3]=1[C:4](Cl)=[N:5][OH:6].[C:13]([C:15]1[CH:16]=[C:17]([NH:21][CH2:22][CH2:23][P:24](=[O:31])([O:28][CH2:29][CH3:30])[O:25][CH2:26][CH3:27])[CH:18]=[CH:19][CH:20]=1)#[CH:14].C(N(CC)CC)C. (6) Given the product [F:1][C:2]1[CH:3]=[C:4]([CH:22]=[CH:23][CH:24]=1)[CH2:5][C@@H:6]1[CH2:11][C@@H:10]([C:12]2[O:16][NH:15][C:14](=[O:17])[CH:13]=2)[CH2:9][CH2:8][N:7]1[C:18]([O:20][CH3:21])=[O:19], predict the reactants needed to synthesize it. The reactants are: [F:1][C:2]1[CH:3]=[C:4]([CH:22]=[CH:23][CH:24]=1)[CH2:5][C@H:6]1[CH2:11][C@H:10]([C:12]2[O:16][NH:15][C:14](=[O:17])[CH:13]=2)[CH2:9][CH2:8][N:7]1[C:18]([O:20][CH3:21])=[O:19].CCO.C(#N)C.